From a dataset of Reaction yield outcomes from USPTO patents with 853,638 reactions. Predict the reaction yield, written as a fraction of the theoretical maximum amount of product (1.0 means a 100% yield; for example, 0.34 means a 34% yield). (1) The reactants are [OH:1][CH2:2][C:3]1([CH2:7][O:8][C@H:9]2[CH2:14][CH2:13][C@H:12]([N:15]3[C:20](=[O:21])[C:19]([CH2:22][C:23]4[CH:28]=[CH:27][C:26]([C:29]5[C:30]([C:35]#[N:36])=[CH:31][CH:32]=[CH:33][CH:34]=5)=[CH:25][CH:24]=4)=[C:18]([CH2:37][CH2:38][CH3:39])[N:17]4[N:40]=[CH:41][N:42]=[C:16]34)[CH2:11][CH2:10]2)[CH2:6][CH2:5][CH2:4]1.C(N(CC)CC)C.Cl. The catalyst is CS(C)=O. The product is [CH:2]([C:3]1([CH2:7][O:8][C@H:9]2[CH2:14][CH2:13][C@H:12]([N:15]3[C:20](=[O:21])[C:19]([CH2:22][C:23]4[CH:24]=[CH:25][C:26]([C:29]5[C:30]([C:35]#[N:36])=[CH:31][CH:32]=[CH:33][CH:34]=5)=[CH:27][CH:28]=4)=[C:18]([CH2:37][CH2:38][CH3:39])[N:17]4[N:40]=[CH:41][N:42]=[C:16]34)[CH2:11][CH2:10]2)[CH2:6][CH2:5][CH2:4]1)=[O:1]. The yield is 1.00. (2) The reactants are [C:1]([NH:4][NH:5][C:6]([C:8]1[NH:9][C:10]([C:13]2[CH:18]=[C:17]([O:19][C@@H:20]([CH3:24])[CH2:21][O:22][CH3:23])[CH:16]=[C:15]([O:25][C:26]3[CH:31]=[CH:30][C:29]([C:32]([N:34]4[CH2:37][CH2:36][CH2:35]4)=[O:33])=[CH:28][C:27]=3[F:38])[CH:14]=2)=[CH:11][CH:12]=1)=O)(=[O:3])[CH3:2].C(N(CC)CC)C.C1(C)C=CC(S(Cl)(=O)=O)=CC=1. The catalyst is ClCCl. The product is [N:34]1([C:32]([C:29]2[CH:30]=[CH:31][C:26]([O:25][C:15]3[CH:14]=[C:13]([C:10]4[NH:9][C:8]([C:6]5[O:3][C:1]([CH3:2])=[N:4][N:5]=5)=[CH:12][CH:11]=4)[CH:18]=[C:17]([O:19][C@@H:20]([CH3:24])[CH2:21][O:22][CH3:23])[CH:16]=3)=[C:27]([F:38])[CH:28]=2)=[O:33])[CH2:35][CH2:36][CH2:37]1. The yield is 0.690. (3) The reactants are [Cl:1][C:2]1[CH:15]=[C:14]([CH:16]=[CH2:17])[CH:13]=[CH:12][C:3]=1[CH2:4][NH:5][C:6]1[CH:11]=[CH:10][CH:9]=[CH:8][N:7]=1.Br[CH:19]([C:24]1[CH:25]=[C:26]([Cl:32])[C:27]([Cl:31])=[C:28]([Cl:30])[CH:29]=1)[C:20]([F:23])([F:22])[F:21].N1C=CC=CC=1C1C=CC=CN=1. The catalyst is ClC1C=CC=CC=1Cl.Cl[Cu]. The product is [Cl:1][C:2]1[CH:15]=[C:14](/[CH:16]=[CH:17]/[CH:19]([C:24]2[CH:25]=[C:26]([Cl:32])[C:27]([Cl:31])=[C:28]([Cl:30])[CH:29]=2)[C:20]([F:22])([F:21])[F:23])[CH:13]=[CH:12][C:3]=1[CH2:4][NH:5][C:6]1[CH:11]=[CH:10][CH:9]=[CH:8][N:7]=1. The yield is 0.350. (4) The reactants are [NH2:1][C:2]1[C:3]([N+:18]([O-])=O)=[C:4]([CH:9]=[C:10]([N:12]2[CH2:17][CH2:16][O:15][CH2:14][CH2:13]2)[CH:11]=1)[C:5]([O:7][CH3:8])=[O:6]. The catalyst is CO.[Pd]. The product is [NH2:18][C:3]1[C:2]([NH2:1])=[CH:11][C:10]([N:12]2[CH2:17][CH2:16][O:15][CH2:14][CH2:13]2)=[CH:9][C:4]=1[C:5]([O:7][CH3:8])=[O:6]. The yield is 0.960. (5) The reactants are C([N:8]([CH:19]1[CH2:24][CH2:23][N:22]([CH2:25][CH2:26][OH:27])[CH2:21][CH:20]1[F:28])C(=O)OCC1C=CC=CC=1)C1C=CC=CC=1.CO.ClCCl.[C:42](O[C:42]([O:44][C:45]([CH3:48])([CH3:47])[CH3:46])=[O:43])([O:44][C:45]([CH3:48])([CH3:47])[CH3:46])=[O:43]. The catalyst is C(O)C.[OH-].[OH-].[Pd+2]. The product is [F:28][CH:20]1[CH:19]([NH:8][C:42](=[O:43])[O:44][C:45]([CH3:46])([CH3:47])[CH3:48])[CH2:24][CH2:23][N:22]([CH2:25][CH2:26][OH:27])[CH2:21]1. The yield is 0.750. (6) The reactants are [CH3:1][O:2][C:3]1[CH:11]=[C:10]([O:12][CH3:13])[CH:9]=[CH:8][C:4]=1[C:5]([OH:7])=[O:6].[Br:14]Br. The catalyst is C(Cl)(Cl)Cl. The product is [Br:14][C:9]1[C:10]([O:12][CH3:13])=[CH:11][C:3]([O:2][CH3:1])=[C:4]([CH:8]=1)[C:5]([OH:7])=[O:6]. The yield is 0.780. (7) The reactants are [H-].[Na+].[NH2:3][C:4]1[N:9]=[C:8]([C:10]([F:13])([F:12])[F:11])[CH:7]=[C:6]([O:14][CH2:15][C:16]([F:19])([F:18])[F:17])[N:5]=1.[F:20][C:21]([F:32])([F:31])[C:22]1[CH:27]=[CH:26][C:25]([N:28]=[C:29]=[O:30])=[CH:24][CH:23]=1. The catalyst is C1COCC1.Cl. The product is [F:20][C:21]([F:31])([F:32])[C:22]1[CH:23]=[CH:24][C:25]([NH:28][C:29]([NH:3][C:4]2[N:9]=[C:8]([C:10]([F:12])([F:13])[F:11])[CH:7]=[C:6]([O:14][CH2:15][C:16]([F:19])([F:17])[F:18])[N:5]=2)=[O:30])=[CH:26][CH:27]=1. The yield is 0.440.